From a dataset of Retrosynthesis with 50K atom-mapped reactions and 10 reaction types from USPTO. Predict the reactants needed to synthesize the given product. (1) The reactants are: O=C(O)c1cc(Cl)ccc1[N+](=O)[O-]. Given the product Nc1ccc(Cl)cc1C(=O)O, predict the reactants needed to synthesize it. (2) Given the product O=C(Nc1ccc(C(F)(F)F)cc1)Nc1cccc(OCCCN2CCOCC2)c1, predict the reactants needed to synthesize it. The reactants are: Nc1cccc(OCCCN2CCOCC2)c1.O=C=Nc1ccc(C(F)(F)F)cc1.